From a dataset of Reaction yield outcomes from USPTO patents with 853,638 reactions. Predict the reaction yield, written as a fraction of the theoretical maximum amount of product (1.0 means a 100% yield; for example, 0.34 means a 34% yield). (1) The reactants are [CH3:1][C:2]1[CH:3]=[C:4]([CH:7]=[CH:8][CH:9]=1)[CH:5]=[O:6].[CH2:10]([Mg]Br)[CH:11]=[CH2:12].C1COCC1. No catalyst specified. The product is [CH3:12][C:11](=[CH2:10])[CH:5]([C:4]1[CH:7]=[CH:8][CH:9]=[C:2]([CH3:1])[CH:3]=1)[OH:6]. The yield is 0.510. (2) The reactants are C(O)C.C[N:5](C)/[CH:6]=[CH:7]/[C:8]([C:10]1[CH:15]=[CH:14][N:13]=[CH:12][CH:11]=1)=O.O.[NH2:18]N. The catalyst is O. The product is [NH:5]1[CH:6]=[CH:7][C:8]([C:10]2[CH:15]=[CH:14][N:13]=[CH:12][CH:11]=2)=[N:18]1. The yield is 0.930.